From a dataset of Forward reaction prediction with 1.9M reactions from USPTO patents (1976-2016). Predict the product of the given reaction. (1) Given the reactants [F:1][C:2]([F:31])([CH2:24][C:25]1[CH:30]=[CH:29][CH:28]=[CH:27][CH:26]=1)[CH2:3][C@H:4]([NH:15][C:16]([N:18]1[CH2:23][CH2:22][O:21][CH2:20][CH2:19]1)=[O:17])[C:5](=[O:14])[NH:6][C@@:7]([CH2:12][OH:13])([CH3:11])[CH2:8][CH2:9][CH3:10].CC(OI1(OC(C)=O)(OC(C)=O)OC(=O)C2C=CC=CC1=2)=O, predict the reaction product. The product is: [F:31][C:2]([F:1])([CH2:24][C:25]1[CH:30]=[CH:29][CH:28]=[CH:27][CH:26]=1)[CH2:3][C@H:4]([NH:15][C:16]([N:18]1[CH2:23][CH2:22][O:21][CH2:20][CH2:19]1)=[O:17])[C:5](=[O:14])[NH:6][C@@:7]([CH:12]=[O:13])([CH3:11])[CH2:8][CH2:9][CH3:10]. (2) Given the reactants C1(S([N:10]2[C:14]3=[N:15][CH:16]=[C:17]([Cl:19])[CH:18]=[C:13]3[C:12]([CH2:20][C:21]3[CH:22]=[N:23][C:24]([NH:27][CH:28]4[CH2:33][CH2:32][CH:31]([CH3:34])[CH2:30][CH2:29]4)=[N:25][CH:26]=3)=[CH:11]2)(=O)=O)C=CC=CC=1.O.O.O.[F-].C([N+](CCCC)(CCCC)CCCC)CCC.O, predict the reaction product. The product is: [Cl:19][C:17]1[CH:18]=[C:13]2[C:12]([CH2:20][C:21]3[CH:22]=[N:23][C:24]([NH:27][CH:28]4[CH2:33][CH2:32][CH:31]([CH3:34])[CH2:30][CH2:29]4)=[N:25][CH:26]=3)=[CH:11][NH:10][C:14]2=[N:15][CH:16]=1. (3) Given the reactants [C:1]1(=[O:16])[C:10]2[C:5](=[CH:6][CH:7]=[CH:8][CH:9]=2)[C:4]2([CH2:14][CH2:13][CH2:12][CH2:11]2)[C:3](=[O:15])[NH:2]1.[N+:17]([O-])([OH:19])=[O:18], predict the reaction product. The product is: [N+:17]([C:8]1[CH:9]=[C:10]2[C:5]([C:4]3([CH2:14][CH2:13][CH2:12][CH2:11]3)[C:3](=[O:15])[NH:2][C:1]2=[O:16])=[CH:6][CH:7]=1)([O-:19])=[O:18].